From a dataset of NCI-60 drug combinations with 297,098 pairs across 59 cell lines. Regression. Given two drug SMILES strings and cell line genomic features, predict the synergy score measuring deviation from expected non-interaction effect. (1) Drug 1: C1CC(=O)NC(=O)C1N2CC3=C(C2=O)C=CC=C3N. Drug 2: CCC(=C(C1=CC=CC=C1)C2=CC=C(C=C2)OCCN(C)C)C3=CC=CC=C3.C(C(=O)O)C(CC(=O)O)(C(=O)O)O. Cell line: NCIH23. Synergy scores: CSS=3.18, Synergy_ZIP=-0.622, Synergy_Bliss=-1.53, Synergy_Loewe=-0.119, Synergy_HSA=-0.987. (2) Drug 1: CC1=C2C(C(=O)C3(C(CC4C(C3C(C(C2(C)C)(CC1OC(=O)C(C(C5=CC=CC=C5)NC(=O)OC(C)(C)C)O)O)OC(=O)C6=CC=CC=C6)(CO4)OC(=O)C)OC)C)OC. Drug 2: C1=CC(=CC=C1C#N)C(C2=CC=C(C=C2)C#N)N3C=NC=N3. Cell line: KM12. Synergy scores: CSS=27.0, Synergy_ZIP=-6.11, Synergy_Bliss=-10.7, Synergy_Loewe=-18.8, Synergy_HSA=-8.57. (3) Drug 2: C1=NC(=NC(=O)N1C2C(C(C(O2)CO)O)O)N. Drug 1: C1=CC(=CC=C1CCCC(=O)O)N(CCCl)CCCl. Cell line: CCRF-CEM. Synergy scores: CSS=33.3, Synergy_ZIP=-7.60, Synergy_Bliss=-13.7, Synergy_Loewe=-14.0, Synergy_HSA=-12.8.